This data is from Full USPTO retrosynthesis dataset with 1.9M reactions from patents (1976-2016). The task is: Predict the reactants needed to synthesize the given product. (1) The reactants are: [NH2:1][C:2]1[CH:3]=[CH:4][C:5]2[S:10][CH2:9][C:8](=[O:11])[NH:7][C:6]=2[CH:12]=1.[C:13]([Si:17]([CH3:25])([CH3:24])[O:18][CH2:19][CH2:20][CH:21]1[CH2:23][O:22]1)([CH3:16])([CH3:15])[CH3:14]. Given the product [C:13]([Si:17]([CH3:25])([CH3:24])[O:18][CH2:19][CH2:20][CH:21]([OH:22])[CH2:23][NH:1][C:2]1[CH:3]=[CH:4][C:5]2[S:10][CH2:9][C:8](=[O:11])[NH:7][C:6]=2[CH:12]=1)([CH3:14])([CH3:16])[CH3:15], predict the reactants needed to synthesize it. (2) Given the product [Cl:27][C:28]1[N:33]=[N:32][C:31]([O:35][C:36]2[C:41]([CH3:42])=[CH:40][CH:39]=[CH:38][C:37]=2[CH:43]2[CH2:45][CH2:44]2)=[C:30]([OH:11])[CH:29]=1, predict the reactants needed to synthesize it. The reactants are: C1(C2C=CC=C(C)C=2[OH:11])CC1.CC(C)([O-])C.[K+].ClC1N=[N+]([O-])C(Cl)=CC=1.[Cl:27][C:28]1[N+:33]([O-])=[N:32][C:31]([O:35][C:36]2[C:41]([CH3:42])=[CH:40][CH:39]=[CH:38][C:37]=2[CH:43]2[CH2:45][CH2:44]2)=[CH:30][CH:29]=1.ClC1N=[N+]([O-])C(OC2C(C)=CC=CC=2C2CC2)=CC=1. (3) Given the product [CH2:20]([N:13]([CH:14]1[CH2:19][CH2:18][O:17][CH2:16][CH2:15]1)[C:4]1[CH:3]=[C:2]([C:23]#[C:22][CH:24]2[CH2:25][CH2:26][N:27]([C:30]([O:32][C:33]([CH3:36])([CH3:35])[CH3:34])=[O:31])[CH2:28][CH2:29]2)[CH:11]=[C:6]([C:7]([O:9][CH3:10])=[O:8])[C:5]=1[CH3:12])[CH3:21], predict the reactants needed to synthesize it. The reactants are: Br[C:2]1[CH:3]=[C:4]([N:13]([CH2:20][CH3:21])[CH:14]2[CH2:19][CH2:18][O:17][CH2:16][CH2:15]2)[C:5]([CH3:12])=[C:6]([CH:11]=1)[C:7]([O:9][CH3:10])=[O:8].[C:22]([CH:24]1[CH2:29][CH2:28][N:27]([C:30]([O:32][C:33]([CH3:36])([CH3:35])[CH3:34])=[O:31])[CH2:26][CH2:25]1)#[CH:23].C(N(CC)CC)C. (4) Given the product [I-:27].[C:17]([NH:16][C:13]1[CH:14]=[CH:15][C:10]([O:9][C:1]([C:2]2[CH:3]=[N+:4]([CH2:26][O:25][C:24](=[O:28])[N:23]([CH:29]([CH3:31])[CH3:30])[CH:20]([CH3:22])[CH3:21])[CH:5]=[CH:6][CH:7]=2)=[O:8])=[CH:11][CH:12]=1)(=[O:19])[CH3:18], predict the reactants needed to synthesize it. The reactants are: [C:1]([O:9][C:10]1[CH:15]=[CH:14][C:13]([NH:16][C:17](=[O:19])[CH3:18])=[CH:12][CH:11]=1)(=[O:8])[C:2]1[CH:7]=[CH:6][CH:5]=[N:4][CH:3]=1.[CH:20]([N:23]([CH:29]([CH3:31])[CH3:30])[C:24](=[O:28])[O:25][CH2:26][I:27])([CH3:22])[CH3:21].